Task: Predict the reaction yield, written as a fraction of the theoretical maximum amount of product (1.0 means a 100% yield; for example, 0.34 means a 34% yield).. Dataset: Reaction yield outcomes from USPTO patents with 853,638 reactions (1) The reactants are [CH3:1][C:2]1[CH:7]=[CH:6][C:5](OS(C(F)(F)F)(=O)=O)=[C:4]([N+:16]([O-:18])=[O:17])[CH:3]=1.[CH3:19][O:20][C:21]1[CH:26]=[CH:25][C:24]([SH:27])=[CH:23][CH:22]=1. No catalyst specified. The product is [CH3:19][O:20][C:21]1[CH:26]=[CH:25][C:24]([S:27][C:5]2[CH:6]=[CH:7][C:2]([CH3:1])=[CH:3][C:4]=2[N+:16]([O-:18])=[O:17])=[CH:23][CH:22]=1. The yield is 0.780. (2) The reactants are [N:1](/[C:4](=[CH:10]\[C:11]1[CH:19]=[CH:18][C:14]2[O:15][CH2:16][O:17][C:13]=2[CH:12]=1)/[C:5]([O:7][CH2:8][CH3:9])=[O:6])=[N+]=[N-]. The catalyst is C1(C)C(C)=CC=CC=1. The product is [O:17]1[C:13]2=[CH:12][C:11]3[CH:10]=[C:4]([C:5]([O:7][CH2:8][CH3:9])=[O:6])[NH:1][C:19]=3[CH:18]=[C:14]2[O:15][CH2:16]1. The yield is 0.750. (3) The reactants are Br[C:2]1[CH:7]=[CH:6][C:5]([O:8][C:9]2[CH:14]=[CH:13][CH:12]=[CH:11][CH:10]=2)=[CH:4][C:3]=1[F:15].[Li]CCCC.CC([O:24][B:25](OC(C)C)[O:26]C(C)C)C. The catalyst is O1CCCC1. The product is [F:15][C:3]1[CH:4]=[C:5]([O:8][C:9]2[CH:14]=[CH:13][CH:12]=[CH:11][CH:10]=2)[CH:6]=[CH:7][C:2]=1[B:25]([OH:26])[OH:24]. The yield is 0.920. (4) The reactants are [Cl:1][C:2]1[CH:7]=[CH:6][C:5]([CH:8]([C:21]([N:23]2[CH2:28][CH2:27][N:26]([C:29]3[C:30]4[CH2:37][CH2:36][CH:35]([OH:38])[C:31]=4[N:32]=[CH:33][N:34]=3)[CH2:25][CH2:24]2)=[O:22])[CH2:9][N:10]([CH:18]([CH3:20])[CH3:19])C(=O)OC(C)(C)C)=[CH:4][CH:3]=1.[ClH:39]. The catalyst is C(Cl)Cl.O1CCOCC1. The product is [ClH:1].[ClH:39].[Cl:1][C:2]1[CH:7]=[CH:6][C:5]([CH:8]([CH2:9][NH:10][CH:18]([CH3:20])[CH3:19])[C:21]([N:23]2[CH2:24][CH2:25][N:26]([C:29]3[C:30]4[CH2:37][CH2:36][CH:35]([OH:38])[C:31]=4[N:32]=[CH:33][N:34]=3)[CH2:27][CH2:28]2)=[O:22])=[CH:4][CH:3]=1. The yield is 0.990. (5) The reactants are C(NC(C)C)(C)C.C([Li])CCC.[CH3:13][O:14][C:15](=[O:27])[CH2:16][C:17]1[CH:22]=[CH:21][C:20]([Cl:23])=[C:19]([N+:24]([O-:26])=[O:25])[CH:18]=1.I[CH2:29][CH:30]1[CH2:34][CH2:33][CH2:32][CH2:31]1. The catalyst is O1CCCC1.CN1CCCN(C)C1=O. The product is [CH3:13][O:14][C:15](=[O:27])[CH:16]([C:17]1[CH:22]=[CH:21][C:20]([Cl:23])=[C:19]([N+:24]([O-:26])=[O:25])[CH:18]=1)[CH2:29][CH:30]1[CH2:34][CH2:33][CH2:32][CH2:31]1. The yield is 0.320.